Dataset: Full USPTO retrosynthesis dataset with 1.9M reactions from patents (1976-2016). Task: Predict the reactants needed to synthesize the given product. (1) Given the product [CH3:36][CH:35]([CH3:37])[CH2:34][N:12]([C:10]([C:2]1[N:3]([CH2:43][CH2:44][C:45]2[S:46][CH:47]=[CH:48][CH:49]=2)[C:4]2[CH:9]=[CH:8][CH:7]=[CH:6][C:5]=2[N:1]=1)=[O:11])[C@H:13]1[CH2:18][C@@H:17]([C:19]([N:21]2[CH2:22][CH2:23][O:24][CH2:25][CH2:26]2)=[O:20])[CH2:16][N:15]([C:27]([O:29][C:30]([CH3:31])([CH3:32])[CH3:33])=[O:28])[CH2:14]1, predict the reactants needed to synthesize it. The reactants are: [NH:1]1[C:5]2[CH:6]=[CH:7][CH:8]=[CH:9][C:4]=2[N:3]=[C:2]1[C:10]([N:12]([CH2:34][CH:35]([CH3:37])[CH3:36])[C@H:13]1[CH2:18][C@@H:17]([C:19]([N:21]2[CH2:26][CH2:25][O:24][CH2:23][CH2:22]2)=[O:20])[CH2:16][N:15]([C:27]([O:29][C:30]([CH3:33])([CH3:32])[CH3:31])=[O:28])[CH2:14]1)=[O:11].CS(O[CH2:43][CH2:44][C:45]1[S:46][CH:47]=[CH:48][CH:49]=1)(=O)=O.C(=O)([O-])[O-].[Cs+].[Cs+]. (2) Given the product [NH2:38][C:34]1[C:35]2[C:30](=[CH:29][C:28]([CH2:27][NH:26][C:9]([C:8]3[C:4]([CH:1]4[CH2:3][CH2:2]4)=[N:5][N:6]([CH2:12][C:13]4[CH:18]=[CH:17][C:16]([CH2:19][N:20]5[CH:24]=[C:23]([CH3:25])[CH:22]=[N:21]5)=[CH:15][CH:14]=4)[CH:7]=3)=[O:10])=[CH:37][CH:36]=2)[CH:31]=[CH:32][N:33]=1, predict the reactants needed to synthesize it. The reactants are: [CH:1]1([C:4]2[C:8]([C:9](O)=[O:10])=[CH:7][N:6]([CH2:12][C:13]3[CH:18]=[CH:17][C:16]([CH2:19][N:20]4[CH:24]=[C:23]([CH3:25])[CH:22]=[N:21]4)=[CH:15][CH:14]=3)[N:5]=2)[CH2:3][CH2:2]1.[NH2:26][CH2:27][C:28]1[CH:29]=[C:30]2[C:35](=[CH:36][CH:37]=1)[C:34]([NH2:38])=[N:33][CH:32]=[CH:31]2.C1C=CC2N(O)N=NC=2C=1.C(N(CC)CC)C.CCN=C=NCCCN(C)C.Cl. (3) Given the product [CH2:1]([O:8][C:9]([N:11]([CH2:13][C:14]1[CH:19]=[C:18]([N+:20]([O-:22])=[O:21])[CH:17]=[CH:16][C:15]=1[CH:23]([CH2:34][CH3:35])[C:24]([OH:26])=[O:25])[CH3:12])=[O:10])[C:2]1[CH:3]=[CH:4][CH:5]=[CH:6][CH:7]=1, predict the reactants needed to synthesize it. The reactants are: [CH2:1]([O:8][C:9]([N:11]([CH2:13][C:14]1[CH:19]=[C:18]([N+:20]([O-:22])=[O:21])[CH:17]=[CH:16][C:15]=1[C:23]([CH2:34][CH3:35])(C(OCC)=O)[C:24]([O:26]CC)=[O:25])[CH3:12])=[O:10])[C:2]1[CH:7]=[CH:6][CH:5]=[CH:4][CH:3]=1.[OH-].[Na+]. (4) Given the product [CH2:1]([C:5]1[N:6]=[C:7]([CH3:27])[N:8]([CH2:35][C:36]2[N:37]=[C:38]([C:41]3[CH:42]=[CH:43][CH:44]=[CH:45][CH:46]=3)[S:39][CH:40]=2)[C:9](=[O:26])[C:10]=1[CH2:11][C:12]1[CH:17]=[CH:16][C:15]([C:18]2[C:19]([C:24]#[N:25])=[CH:20][CH:21]=[CH:22][CH:23]=2)=[CH:14][CH:13]=1)[CH2:2][CH2:3][CH3:4], predict the reactants needed to synthesize it. The reactants are: [CH2:1]([C:5]1[N:6]=[C:7]([CH3:27])[NH:8][C:9](=[O:26])[C:10]=1[CH2:11][C:12]1[CH:17]=[CH:16][C:15]([C:18]2[C:19]([C:24]#[N:25])=[CH:20][CH:21]=[CH:22][CH:23]=2)=[CH:14][CH:13]=1)[CH2:2][CH2:3][CH3:4].C(=O)([O-])[O-].[K+].[K+].Cl[CH2:35][C:36]1[N:37]=[C:38]([C:41]2[CH:46]=[CH:45][CH:44]=[CH:43][CH:42]=2)[S:39][CH:40]=1.CN(C)C=O. (5) Given the product [N:1]1[CH:6]=[CH:5][C:4]([C:7]2[S:8][CH:9]=[C:10]([C:12]3[C:13](=[O:24])[NH:14][C:15]4[C:20]([CH:21]=3)=[CH:19][CH:18]=[C:17]([CH2:22][N:25]3[CH2:29][CH2:28][CH2:27][CH2:26]3)[CH:16]=4)[N:11]=2)=[CH:3][CH:2]=1, predict the reactants needed to synthesize it. The reactants are: [N:1]1[CH:6]=[CH:5][C:4]([C:7]2[S:8][CH:9]=[C:10]([C:12]3[C:13](=[O:24])[NH:14][C:15]4[C:20]([CH:21]=3)=[CH:19][CH:18]=[C:17]([CH:22]=O)[CH:16]=4)[N:11]=2)=[CH:3][CH:2]=1.[NH:25]1[CH2:29][CH2:28][CH2:27][CH2:26]1. (6) Given the product [NH2:57][C:49]([CH2:48][N:46]([CH2:45][CH2:44][C:43]1[CH:65]=[CH:66][C:67]([O:68][CH:69]([CH3:71])[CH3:70])=[C:41]([C:31]23[CH2:40][CH:35]4[CH2:36][CH:37]([CH2:39][CH:33]([CH2:34]4)[CH2:32]2)[CH2:38]3)[CH:42]=1)[CH3:47])([CH2:54][OH:53])[CH2:50][OH:51], predict the reactants needed to synthesize it. The reactants are: C12(C3C=C(C=CC=3OC(C)C)CCC(C(O)CCO)NC)CC3CC(CC(C3)C1)C2.[C:31]12([C:41]3[CH:42]=[C:43]([CH:65]=[CH:66][C:67]=3[O:68][CH:69]([CH3:71])[CH3:70])[CH2:44][CH2:45][N:46]([CH2:48][C:49]3([NH:57]C(=O)OC(C)(C)C)[CH2:54][O:53]C(C)(C)[O:51][CH2:50]3)[CH3:47])[CH2:40][CH:35]3[CH2:36][CH:37]([CH2:39][CH:33]([CH2:34]3)[CH2:32]1)[CH2:38]2.C(OC1C=C(C2ON=C(C3C=CC=C4C=3CCN4CC3(NC(=O)OC(C)(C)C)COC(C)(C)OC3)N=2)C=CC=1OCC)C. (7) Given the product [CH3:30][C@@H:28]1[O:29][CH:24]([OH:23])[C@H:25]([OH:34])[C@H:26]([OH:33])[C@H:27]1[OH:32], predict the reactants needed to synthesize it. The reactants are: C1C(=O)NC(=O)N([C@@H]2O[C@H](COP(OP([O:23][C@H:24]3[O:29][C@H:28]([CH2:30]O)[C@@H:27]([OH:32])[C@H:26]([OH:33])[C@H:25]3[OH:34])(O)=O)(O)=O)[C@@H](O)[C@H]2O)C=1.C1C=[N+]([C@@H]2O[C@H](COP(OP(OC[C@H]3O[C@@H](N4C5N=CN=C(N)C=5N=C4)[C@H](O)[C@@H]3O)(O)=O)(O)=O)[C@@H](O)[C@H]2O)C=C(C(N)=O)C=1.C1N=C(N)C2N=CN([C@@H]3O[C@H](COP(OP(OC[C@H]4O[C@@H](N5C=C(C(N)=O)CC=C5)[C@H](O)[C@@H]4O)(O)=O)(O)=O)[C@@H](O)[C@H]3OP(O)(O)=O)C=2N=1. (8) Given the product [N+:8]([C:5]1[CH:6]=[CH:7][C:2]([N:17]2[CH2:18][CH2:19][N:14]3[C:13]([C:20]([O:22][CH2:23][CH3:24])=[O:21])=[N:12][N:11]=[C:15]3[CH2:16]2)=[N:3][CH:4]=1)([O-:10])=[O:9], predict the reactants needed to synthesize it. The reactants are: Cl[C:2]1[CH:7]=[CH:6][C:5]([N+:8]([O-:10])=[O:9])=[CH:4][N:3]=1.[N:11]1[N:12]=[C:13]([C:20]([O:22][CH2:23][CH3:24])=[O:21])[N:14]2[CH2:19][CH2:18][NH:17][CH2:16][C:15]=12.C(N(C(C)C)CC)(C)C.O. (9) Given the product [NH2:22][C:20]1[CH:19]=[CH:18][C:17]([CH3:25])=[C:16]([C:13]2[S:12][C:11]([C:7]3[CH:8]=[C:9]4[C:4](=[CH:5][CH:6]=3)[C:3](=[O:26])[N:2]([CH3:1])[CH2:10]4)=[CH:15][CH:14]=2)[CH:21]=1, predict the reactants needed to synthesize it. The reactants are: [CH3:1][N:2]1[CH2:10][C:9]2[C:4](=[CH:5][CH:6]=[C:7]([C:11]3[S:12][C:13]([C:16]4[CH:21]=[C:20]([N+:22]([O-])=O)[CH:19]=[CH:18][C:17]=4[CH3:25])=[CH:14][CH:15]=3)[CH:8]=2)[C:3]1=[O:26].[H][H]. (10) Given the product [CH3:26][O:27][C:28]1[N:33]=[CH:32][C:31]([C:2]2[C:3]([CH3:25])=[C:4]([CH:21]=[CH:22][C:23]=2[CH3:24])[CH2:5][NH:6][C:7]2[CH:20]=[CH:19][C:10]3[C@H:11]([CH2:14][C:15]([O:17][CH3:18])=[O:16])[CH2:12][O:13][C:9]=3[CH:8]=2)=[CH:30][CH:29]=1, predict the reactants needed to synthesize it. The reactants are: Br[C:2]1[C:3]([CH3:25])=[C:4]([CH:21]=[CH:22][C:23]=1[CH3:24])[CH2:5][NH:6][C:7]1[CH:20]=[CH:19][C:10]2[C@H:11]([CH2:14][C:15]([O:17][CH3:18])=[O:16])[CH2:12][O:13][C:9]=2[CH:8]=1.[CH3:26][O:27][C:28]1[N:33]=[CH:32][C:31](B(O)O)=[CH:30][CH:29]=1.C(=O)([O-])[O-].[Na+].[Na+].C1(P(C2CCCCC2)C2C=CC=CC=2C2C(OC)=CC=CC=2OC)CCCCC1.